From a dataset of Forward reaction prediction with 1.9M reactions from USPTO patents (1976-2016). Predict the product of the given reaction. (1) Given the reactants O[CH2:2][C:3]1[CH:8]=[CH:7][C:6]([C:9]2[CH:10]=[CH:11][C:12]([O:15][CH2:16][CH3:17])=[N:13][CH:14]=2)=[CH:5][CH:4]=1.O.[BrH:19], predict the reaction product. The product is: [Br:19][CH2:2][C:3]1[CH:8]=[CH:7][C:6]([C:9]2[CH:10]=[CH:11][C:12]([O:15][CH2:16][CH3:17])=[N:13][CH:14]=2)=[CH:5][CH:4]=1. (2) Given the reactants [Br:1][C:2]1[CH:3]=[CH:4][C:5]([OH:10])=[C:6]([CH:9]=1)[CH2:7][OH:8].[CH3:11][C:12]([CH3:14])=O.[OH-].[Na+].C(OCC)C, predict the reaction product. The product is: [Br:1][C:2]1[CH:3]=[CH:4][C:5]2[O:10][C:12]([CH3:14])([CH3:11])[O:8][CH2:7][C:6]=2[CH:9]=1. (3) Given the reactants [CH2:1]([C:3]1([O:35][C:36](=[O:45])[O:37][CH2:38][C:39]2[CH:44]=[CH:43][CH:42]=[CH:41][CH:40]=2)[C:8]2[CH:9]=[C:10]3[N:18]([C:19](=[O:20])[C:7]=2[CH2:6][O:5][C:4]1=[O:34])[CH2:17][C:16]1[C:15]([CH2:21][CH2:22][Si:23]([CH2:26][CH2:27][CH2:28][OH:29])([CH3:25])[CH3:24])=[C:14]2[CH:30]=[CH:31][CH:32]=[CH:33][C:13]2=[N:12][C:11]3=1)[CH3:2].N1C=CC=CC=1.[C:52](OC(=O)C)(=[O:54])[CH3:53], predict the reaction product. The product is: [CH2:38]([O:37][C:36]([O:35][C:3]1([CH2:1][CH3:2])[C:8]2[CH:9]=[C:10]3[N:18]([C:19](=[O:20])[C:7]=2[CH2:6][O:5][C:4]1=[O:34])[CH2:17][C:16]1[C:15]([CH2:21][CH2:22][Si:23]([CH3:25])([CH3:24])[CH2:26][CH2:27][CH2:28][O:29][C:52](=[O:54])[CH3:53])=[C:14]2[CH:30]=[CH:31][CH:32]=[CH:33][C:13]2=[N:12][C:11]3=1)=[O:45])[C:39]1[CH:40]=[CH:41][CH:42]=[CH:43][CH:44]=1. (4) Given the reactants [CH2:1]([C:6]1[CH:13]=[CH:12][C:11]([C:14]([F:17])([F:16])[F:15])=[CH:10][C:7]=1[CH:8]=O)[CH2:2][CH2:3][CH:4]=[CH2:5].C([O-])(=O)C.[NH4+].C([BH3-])#[N:24].[Na+].C(=O)(O)[O-].[Na+], predict the reaction product. The product is: [CH2:1]([C:6]1[CH:13]=[CH:12][C:11]([C:14]([F:17])([F:16])[F:15])=[CH:10][C:7]=1[CH2:8][NH2:24])[CH2:2][CH2:3][CH:4]=[CH2:5]. (5) Given the reactants C1(C)C=CC=CC=1.[H-].COCCO[Al+]OCCOC.[Na+].[H-].[CH2:22]([C@H:25]1[CH2:30][CH2:29][C@H:28]([CH2:31][CH2:32][C@H:33]2[CH2:38][CH2:37][C@H:36]([C:39](OCC)=[O:40])[CH2:35][CH2:34]2)[CH2:27][CH2:26]1)[CH2:23][CH3:24].Cl, predict the reaction product. The product is: [CH2:22]([C@H:25]1[CH2:30][CH2:29][C@H:28]([CH2:31][CH2:32][C@H:33]2[CH2:34][CH2:35][C@H:36]([CH2:39][OH:40])[CH2:37][CH2:38]2)[CH2:27][CH2:26]1)[CH2:23][CH3:24]. (6) Given the reactants [CH3:1][N:2]([C@@H:7]1[C:16]2[N:15]=[CH:14][CH:13]=[CH:12][C:11]=2[CH2:10][CH2:9][CH2:8]1)[CH2:3][C:4]([OH:6])=[O:5].[CH2:17](N[C@@H]1C2N=CC=CC=2CCC1)C.C(CC(OBr)=O)C1C=CC=CC=1, predict the reaction product. The product is: [CH2:1]([N:2]([C@@H:7]1[C:16]2[N:15]=[CH:14][CH:13]=[CH:12][C:11]=2[CH2:10][CH2:9][CH2:8]1)[CH2:3][C:4]([OH:6])=[O:5])[CH3:17]. (7) Given the reactants [CH3:1][S:2]([N:5]1[CH2:10][CH2:9][C:8](=[O:11])[CH2:7][CH2:6]1)(=[O:4])=[O:3].[C-:12]#[N:13].[K+], predict the reaction product. The product is: [OH:11][C:8]1([C:12]#[N:13])[CH2:7][CH2:6][N:5]([S:2]([CH3:1])(=[O:4])=[O:3])[CH2:10][CH2:9]1.